This data is from NCI-60 drug combinations with 297,098 pairs across 59 cell lines. The task is: Regression. Given two drug SMILES strings and cell line genomic features, predict the synergy score measuring deviation from expected non-interaction effect. (1) Drug 1: C1=C(C(=O)NC(=O)N1)F. Drug 2: C1C(C(OC1N2C=NC3=C(N=C(N=C32)Cl)N)CO)O. Cell line: LOX IMVI. Synergy scores: CSS=32.9, Synergy_ZIP=-3.77, Synergy_Bliss=-5.67, Synergy_Loewe=-2.25, Synergy_HSA=-1.92. (2) Drug 1: C1=CC(=CC=C1CCCC(=O)O)N(CCCl)CCCl. Drug 2: CN(CCCl)CCCl.Cl. Cell line: OVCAR-8. Synergy scores: CSS=11.7, Synergy_ZIP=-9.30, Synergy_Bliss=-4.66, Synergy_Loewe=-6.60, Synergy_HSA=-5.26.